This data is from Forward reaction prediction with 1.9M reactions from USPTO patents (1976-2016). The task is: Predict the product of the given reaction. Given the reactants [F:1][C:2]1[CH:10]=[C:9]2[C:5]([CH:6]=[CH:7][N:8]2[S:11]([C:14]2[CH:19]=[CH:18][CH:17]=[CH:16][CH:15]=2)(=[O:13])=[O:12])=[C:4]([CH:20](I)[CH3:21])[C:3]=1[OH:23].[NH:24]([CH3:26])[CH3:25], predict the reaction product. The product is: [CH3:25][N:24]([CH3:26])[CH:20]([C:4]1[C:3]([OH:23])=[C:2]([F:1])[CH:10]=[C:9]2[C:5]=1[CH:6]=[CH:7][N:8]2[S:11]([C:14]1[CH:19]=[CH:18][CH:17]=[CH:16][CH:15]=1)(=[O:13])=[O:12])[CH3:21].